Dataset: NCI-60 drug combinations with 297,098 pairs across 59 cell lines. Task: Regression. Given two drug SMILES strings and cell line genomic features, predict the synergy score measuring deviation from expected non-interaction effect. (1) Drug 1: C1C(C(OC1N2C=NC3=C(N=C(N=C32)Cl)N)CO)O. Drug 2: C1CC(C1)(C(=O)O)C(=O)O.[NH2-].[NH2-].[Pt+2]. Cell line: A549. Synergy scores: CSS=40.2, Synergy_ZIP=-5.87, Synergy_Bliss=0.524, Synergy_Loewe=4.55, Synergy_HSA=4.14. (2) Synergy scores: CSS=13.2, Synergy_ZIP=-2.21, Synergy_Bliss=2.42, Synergy_Loewe=-3.56, Synergy_HSA=0.806. Cell line: SF-268. Drug 2: CN(CCCl)CCCl.Cl. Drug 1: CN1C(=O)N2C=NC(=C2N=N1)C(=O)N.